This data is from Full USPTO retrosynthesis dataset with 1.9M reactions from patents (1976-2016). The task is: Predict the reactants needed to synthesize the given product. Given the product [CH3:1][O:2][CH2:3][CH2:4][CH:5]1[CH2:6][CH2:7][CH:8]([CH2:23][OH:25])[CH2:9][CH2:10]1, predict the reactants needed to synthesize it. The reactants are: [CH3:1][O:2][CH2:3][CH2:4][C:5]1(C(OC)=O)[CH2:10][CH2:9][CH2:8][CH2:7][CH2:6]1.[H-].[H-].[H-].[H-].[Li+].[Al+3].[OH-].[Na+].[C:23](OCC)(=[O:25])C.